From a dataset of Reaction yield outcomes from USPTO patents with 853,638 reactions. Predict the reaction yield, written as a fraction of the theoretical maximum amount of product (1.0 means a 100% yield; for example, 0.34 means a 34% yield). (1) The reactants are Cl.[F:2][C:3]1[CH:4]=[C:5]([N:13]2[CH2:18][CH2:17][O:16][CH2:15][CH2:14]2)[CH:6]=[C:7]([F:12])[C:8]=1[N+:9]([O-])=O. The catalyst is O1CCCC1.[Zn]. The product is [F:12][C:7]1[CH:6]=[C:5]([N:13]2[CH2:14][CH2:15][O:16][CH2:17][CH2:18]2)[CH:4]=[C:3]([F:2])[C:8]=1[NH2:9]. The yield is 0.900. (2) The reactants are C([N:8](CC1C=CC=CC=1)[C:9]1[CH:14]=[CH:13][C:12]([F:15])=[C:11]([C:16]2[C:20]([C:21]3[CH:26]=[CH:25][N:24]=[CH:23][CH:22]=3)=[CH:19][NH:18][N:17]=2)[C:10]=1[F:27])C1C=CC=CC=1. The catalyst is CO.[OH-].[OH-].[Pd+2]. The product is [F:27][C:10]1[C:11]([C:16]2[C:20]([C:21]3[CH:26]=[CH:25][N:24]=[CH:23][CH:22]=3)=[CH:19][NH:18][N:17]=2)=[C:12]([F:15])[CH:13]=[CH:14][C:9]=1[NH2:8]. The yield is 0.560. (3) The reactants are [I:1]N1C(=O)CCC1=O.[Si:9]([O:16][CH2:17][C@@H:18]([N:20]1[C:24]2[N:25]=[CH:26][N:27]=[CH:28][C:23]=2[CH:22]=[CH:21]1)[CH3:19])([C:12]([CH3:15])([CH3:14])[CH3:13])([CH3:11])[CH3:10].S([O-])([O-])(=O)=S.[Na+].[Na+]. The catalyst is C(#N)C. The product is [Si:9]([O:16][CH2:17][C@@H:18]([N:20]1[C:24]2[N:25]=[CH:26][N:27]=[CH:28][C:23]=2[C:22]([I:1])=[CH:21]1)[CH3:19])([C:12]([CH3:13])([CH3:14])[CH3:15])([CH3:10])[CH3:11]. The yield is 0.660. (4) The reactants are C1(NC2CCCCC2)CCCCC1.[CH2:14]([O:18][C:19]1[CH:27]=[CH:26][C:22]([C:23](O)=[O:24])=[CH:21][CH:20]=1)[C:15]#[C:16][CH3:17].S(Cl)([Cl:30])=O. The catalyst is ClCCl. The product is [CH2:14]([O:18][C:19]1[CH:27]=[CH:26][C:22]([C:23]([Cl:30])=[O:24])=[CH:21][CH:20]=1)[C:15]#[C:16][CH3:17]. The yield is 1.00. (5) The product is [CH:1]1([C@H:6]([NH:11][C:12]([O:14][C@@H:15]2[CH2:19][CH2:18][CH2:17][C@H:16]2[CH2:20][CH2:21][CH2:22][CH:23]=[CH2:24])=[O:13])[C:7]([OH:9])=[O:8])[CH2:2][CH2:3][CH2:4][CH2:5]1. The yield is 0.980. The catalyst is O. The reactants are [CH:1]1([C@H:6]([NH:11][C:12]([O:14][C@@H:15]2[CH2:19][CH2:18][CH2:17][C@H:16]2[CH2:20][CH2:21][CH2:22][CH:23]=[CH2:24])=[O:13])[C:7]([O:9]C)=[O:8])[CH2:5][CH2:4][CH2:3][CH2:2]1.O[Li].O.C1COCC1. (6) The reactants are [F:1][C:2]1[CH:3]=[C:4]([NH2:26])[C:5]([NH:9][CH:10]2[CH2:15][CH2:14][N:13]([C@H:16]3[CH2:21][CH2:20][C@H:19]([O:22][CH:23]([CH3:25])[CH3:24])[CH2:18][CH2:17]3)[CH2:12][CH2:11]2)=[CH:6][C:7]=1[CH3:8].C(N(C(C)C)CC)(C)C.[Cl:36][C:37](Cl)([O:39]C(=O)OC(Cl)(Cl)Cl)Cl.C([O-])(O)=O.[Na+]. The catalyst is ClCCl. The product is [ClH:36].[F:1][C:2]1[C:7]([CH3:8])=[CH:6][C:5]2[N:9]([CH:10]3[CH2:15][CH2:14][N:13]([C@H:16]4[CH2:21][CH2:20][C@H:19]([O:22][CH:23]([CH3:24])[CH3:25])[CH2:18][CH2:17]4)[CH2:12][CH2:11]3)[C:37](=[O:39])[NH:26][C:4]=2[CH:3]=1. The yield is 0.680. (7) The reactants are Cl.[Cl:2][C:3]1[CH:44]=[C:43]([S:45](=[O:65])(=[O:64])[N:46](CC2C=CC(OC)=CC=2OC)[C:47]2[CH:52]=[CH:51][N:50]=[CH:49][N:48]=2)[C:42]([F:66])=[CH:41][C:4]=1[O:5][C:6]1[CH:11]=[CH:10][C:9]([C:12]2[CH:17]=[CH:16][C:15]([C:18]([F:21])([F:20])[F:19])=[CH:14][CH:13]=2)=[CH:8][C:7]=1[C:22]1[CH:27]=[CH:26][N:25]=[C:24]([N:28]2[CH2:33][CH2:32][N:31](C(OC(C)(C)C)=O)[CH2:30][CH2:29]2)[CH:23]=1. The catalyst is O1CCOCC1.CO. The product is [ClH:2].[Cl:2][C:3]1[C:4]([O:5][C:6]2[CH:11]=[CH:10][C:9]([C:12]3[CH:17]=[CH:16][C:15]([C:18]([F:19])([F:20])[F:21])=[CH:14][CH:13]=3)=[CH:8][C:7]=2[C:22]2[CH:27]=[CH:26][N:25]=[C:24]([N:28]3[CH2:29][CH2:30][NH:31][CH2:32][CH2:33]3)[CH:23]=2)=[CH:41][C:42]([F:66])=[C:43]([S:45]([NH:46][C:47]2[CH:52]=[CH:51][N:50]=[CH:49][N:48]=2)(=[O:65])=[O:64])[CH:44]=1. The yield is 0.820. (8) The reactants are [Br:1][C:2]1[CH:3]=[C:4]2[C:8](=[CH:9][CH:10]=1)[NH:7][CH:6]=[CH:5]2.[BH3-]C#N.[Na+]. The catalyst is C(O)(=O)C.O. The product is [Br:1][C:2]1[CH:3]=[C:4]2[C:8](=[CH:9][CH:10]=1)[NH:7][CH2:6][CH2:5]2. The yield is 0.710.